This data is from Full USPTO retrosynthesis dataset with 1.9M reactions from patents (1976-2016). The task is: Predict the reactants needed to synthesize the given product. (1) Given the product [NH2:1][CH2:4][CH:5]1[CH:7]([CH3:8])[CH:6]1[C:9]1[N:14]=[C:13]2[N:15]([CH3:24])[C:16](=[O:23])[N:17]([CH2:18][C:19]([CH3:21])([CH3:20])[CH3:22])[C:12]2=[CH:11][CH:10]=1, predict the reactants needed to synthesize it. The reactants are: [N:1]([CH2:4][CH:5]1[CH:7]([CH3:8])[CH:6]1[C:9]1[N:14]=[C:13]2[N:15]([CH3:24])[C:16](=[O:23])[N:17]([CH2:18][C:19]([CH3:22])([CH3:21])[CH3:20])[C:12]2=[CH:11][CH:10]=1)=[N+]=[N-].C1(P(C2C=CC=CC=2)C2C=CC=CC=2)C=CC=CC=1.O.[N-]=[N+]=[N-]. (2) Given the product [C:59]([O:63][C:64](=[O:75])[C:65]1[CH:73]=[C:72]([NH:74][C:26](=[O:28])[CH2:25][N:24]([CH2:29][CH2:30][C:31]([O:33][C:34]([CH3:37])([CH3:36])[CH3:35])=[O:32])[C:23](=[O:38])[CH2:22][CH2:21][CH2:20][CH2:19][CH2:18][CH2:17][CH2:16][CH2:15][CH2:14][CH2:13][CH2:12][CH2:11][CH2:10][CH2:9][CH2:8][CH2:7][C:6]([O:5][C:1]([CH3:2])([CH3:3])[CH3:4])=[O:39])[CH:71]=[C:67]([C:68]([OH:70])=[O:69])[CH:66]=1)([CH3:62])([CH3:60])[CH3:61], predict the reactants needed to synthesize it. The reactants are: [C:1]([O:5][C:6](=[O:39])[CH2:7][CH2:8][CH2:9][CH2:10][CH2:11][CH2:12][CH2:13][CH2:14][CH2:15][CH2:16][CH2:17][CH2:18][CH2:19][CH2:20][CH2:21][CH2:22][C:23](=[O:38])[N:24]([CH2:29][CH2:30][C:31]([O:33][C:34]([CH3:37])([CH3:36])[CH3:35])=[O:32])[CH2:25][C:26]([OH:28])=O)([CH3:4])([CH3:3])[CH3:2].C1C=NC2N(O)N=NC=2C=1.CC(C)N=C=NC(C)C.[C:59]([O:63][C:64](=[O:75])[C:65]1[CH:73]=[C:72]([NH2:74])[CH:71]=[C:67]([C:68]([OH:70])=[O:69])[CH:66]=1)([CH3:62])([CH3:61])[CH3:60].CCN(C(C)C)C(C)C. (3) Given the product [ClH:1].[CH3:3][O:4][C:5]1[CH:11]=[CH:10][C:8]([NH:9][C:43]([N:39]2[CH2:40][CH2:41][CH:36]([C:30]3[C:29]4[C:33](=[CH:34][CH:35]=[C:27]([F:26])[CH:28]=4)[NH:32][CH:31]=3)[CH2:37][CH2:38]2)=[O:44])=[CH:7][C:6]=1[N:12]1[CH2:13][CH2:14][N:15]([CH3:18])[CH2:16][CH2:17]1, predict the reactants needed to synthesize it. The reactants are: [ClH:1].Cl.[CH3:3][O:4][C:5]1[CH:11]=[CH:10][C:8]([NH2:9])=[CH:7][C:6]=1[N:12]1[CH2:17][CH2:16][N:15]([CH3:18])[CH2:14][CH2:13]1.C(N(CC)CC)C.[F:26][C:27]1[CH:28]=[C:29]2[C:33](=[CH:34][CH:35]=1)[NH:32][CH:31]=[C:30]2[CH:36]1[CH2:41][CH2:40][NH:39][CH2:38][CH2:37]1.C[C:43](C)=[O:44]. (4) Given the product [CH3:46][C:36]1[CH:41]=[CH:40][C:39]([S:42]([O:11][CH2:9][CH2:8][N:5]2[CH:6]=[CH:7][C:3]([C:2]([F:1])([F:14])[F:15])=[N:4]2)(=[O:44])=[O:43])=[CH:38][CH:37]=1, predict the reactants needed to synthesize it. The reactants are: [F:1][C:2]([F:15])([F:14])[C:3]1[CH:7]=[CH:6][N:5]([CH2:8][C:9]([O:11]CC)=O)[N:4]=1.[H-].[Al+3].[Li+].[H-].[H-].[H-].S([O-])([O-])(=O)=O.[Na+].[Na+].C(N(CC)CC)C.[C:36]1([CH3:46])[CH:41]=[CH:40][C:39]([S:42](Cl)(=[O:44])=[O:43])=[CH:38][CH:37]=1. (5) Given the product [O:13]1[C:17]2[CH:18]=[CH:19][CH:20]=[CH:21][C:16]=2[C:15]([CH2:22][C:23]([N:25]2[CH2:30][CH2:29][CH:28]([C:31]([NH:3][CH3:1])=[O:33])[CH2:27][CH2:26]2)=[O:24])=[CH:14]1, predict the reactants needed to synthesize it. The reactants are: [C:1](N1C=CN=C1)([N:3]1C=CN=C1)=O.[O:13]1[C:17]2[CH:18]=[CH:19][CH:20]=[CH:21][C:16]=2[C:15]([CH2:22][C:23]([N:25]2[CH2:30][CH2:29][CH:28]([C:31]([OH:33])=O)[CH2:27][CH2:26]2)=[O:24])=[CH:14]1.CN. (6) Given the product [F:30][C:27]1[CH:26]=[CH:25][C:24]([C:18]2[S:17][C:16]([NH:15][C:2]3[CH:7]=[CH:6][CH:5]=[C:4]([CH:8]([N:10]4[CH2:14][CH2:13][CH2:12][CH2:11]4)[CH3:9])[N:3]=3)=[C:20]([C:21]([NH2:23])=[O:22])[CH:19]=2)=[CH:29][CH:28]=1, predict the reactants needed to synthesize it. The reactants are: Br[C:2]1[CH:7]=[CH:6][CH:5]=[C:4]([CH:8]([N:10]2[CH2:14][CH2:13][CH2:12][CH2:11]2)[CH3:9])[N:3]=1.[NH2:15][C:16]1[S:17][C:18]([C:24]2[CH:29]=[CH:28][C:27]([F:30])=[CH:26][CH:25]=2)=[CH:19][C:20]=1[C:21]([NH2:23])=[O:22]. (7) The reactants are: CO[C:3](=[O:20])[C:4]1[CH:9]=[C:8]([N+:10]([O-:12])=[O:11])[CH:7]=[CH:6][C:5]=1[NH:13][C:14](=[O:19])[CH2:15][C:16](=[O:18])[CH3:17].C[O-].[Na+]. Given the product [C:16]([CH:15]1[C:3](=[O:20])[C:4]2[C:5](=[CH:6][CH:7]=[C:8]([N+:10]([O-:12])=[O:11])[CH:9]=2)[NH:13][C:14]1=[O:19])(=[O:18])[CH3:17], predict the reactants needed to synthesize it.